From a dataset of Catalyst prediction with 721,799 reactions and 888 catalyst types from USPTO. Predict which catalyst facilitates the given reaction. (1) Reactant: C(N(C(C)C)CC)(C)C.[OH:10][CH2:11][CH:12]1[CH2:15][N:14]([C:16]([O:18][C:19]([CH3:22])([CH3:21])[CH3:20])=[O:17])[CH2:13]1.[CH3:23][P:24](Cl)([CH3:26])=[O:25]. Product: [CH3:23][P:24]([O:10][CH2:11][CH:12]1[CH2:15][N:14]([C:16]([O:18][C:19]([CH3:22])([CH3:21])[CH3:20])=[O:17])[CH2:13]1)([CH3:26])=[O:25]. The catalyst class is: 46. (2) Reactant: [CH:1]1([C:4]2[CH:5]=[C:6](C3OC(C)(C)C(C)(C)O3)[CH:7]=[CH:8][CH:9]=2)[CH2:3][CH2:2]1.[F:19][C:20]1[CH:21]=[C:22]([CH:32]([NH:34][C:35]([C:37]2[O:38][C:39](Br)=[CH:40][CH:41]=2)=[O:36])[CH3:33])[CH:23]=[C:24]([F:31])[C:25]=1[NH:26][S:27]([CH3:30])(=[O:29])=[O:28].C([O-])([O-])=O.[Cs+].[Cs+]. Product: [F:19][C:20]1[CH:21]=[C:22]([CH:32]([NH:34][C:35]([C:37]2[O:38][C:39]([C:8]3[CH:7]=[CH:6][CH:5]=[C:4]([CH:1]4[CH2:3][CH2:2]4)[CH:9]=3)=[CH:40][CH:41]=2)=[O:36])[CH3:33])[CH:23]=[C:24]([F:31])[C:25]=1[NH:26][S:27]([CH3:30])(=[O:29])=[O:28]. The catalyst class is: 235. (3) Reactant: [ClH:1].O1CCOCC1.[C:8]([C:10]1[CH:11]=[C:12]([C:20]2[O:24][N:23]=[C:22]([C:25]3[C:26]([CH3:49])=[C:27]4[C:32](=[CH:33][CH:34]=3)[CH2:31][N:30]([C:35]([C@@H:37]([NH:41]C(=O)OC(C)(C)C)[C@H:38]([OH:40])[CH3:39])=[O:36])[CH2:29][CH2:28]4)[N:21]=2)[CH:13]=[N:14][C:15]=1[O:16][CH:17]([CH3:19])[CH3:18])#[N:9]. Product: [ClH:1].[CH3:19][CH:17]([O:16][C:15]1[C:10]([C:8]#[N:9])=[CH:11][C:12]([C:20]2[O:24][N:23]=[C:22]([C:25]3[C:26]([CH3:49])=[C:27]4[C:32](=[CH:33][CH:34]=3)[CH2:31][N:30]([C:35](=[O:36])[C@H:37]([C@@H:38]([CH3:39])[OH:40])[NH2:41])[CH2:29][CH2:28]4)[N:21]=2)=[CH:13][N:14]=1)[CH3:18]. The catalyst class is: 2. (4) Reactant: [CH3:1][O:2][CH:3]([O:26][CH3:27])[CH2:4][O:5][C:6]1[C:15]([CH3:16])=[C:14]2[C:9]([C:10](O)=[CH:11][C:12]([C:17]3[S:18][CH:19]=[C:20]([CH:22]([CH3:24])[CH3:23])[N:21]=3)=[N:13]2)=[CH:8][CH:7]=1.O=P(Cl)(Cl)[Cl:30].CO.C(=O)(O)[O-].[Na+]. Product: [Cl:30][C:10]1[C:9]2[C:14](=[C:15]([CH3:16])[C:6]([O:5][CH2:4][CH:3]([O:26][CH3:27])[O:2][CH3:1])=[CH:7][CH:8]=2)[N:13]=[C:12]([C:17]2[S:18][CH:19]=[C:20]([CH:22]([CH3:24])[CH3:23])[N:21]=2)[CH:11]=1. The catalyst class is: 17.